This data is from Full USPTO retrosynthesis dataset with 1.9M reactions from patents (1976-2016). The task is: Predict the reactants needed to synthesize the given product. Given the product [NH2:9][C:6]1[C:5]([N+:12]([O-:14])=[O:13])=[C:4]([F:15])[CH:3]=[C:2]([Br:1])[C:7]=1[OH:8], predict the reactants needed to synthesize it. The reactants are: [Br:1][C:2]1[C:7]([OH:8])=[C:6]([N+:9]([O-])=O)[C:5]([N+:12]([O-:14])=[O:13])=[C:4]([F:15])[CH:3]=1.Cl.